Dataset: Forward reaction prediction with 1.9M reactions from USPTO patents (1976-2016). Task: Predict the product of the given reaction. (1) The product is: [Br:1][C:2]1[CH:3]=[N:4][C:5]2[N:6]([N:8]=[C:9]([C:11]([N:25]3[CH2:24][CH2:23][C:22]4[C:27](=[CH:28][CH:29]=[CH:30][C:21]=4[C:20]4[C:15]([F:14])=[N:16][CH:17]=[CH:18][CH:19]=4)[CH:26]3[CH3:31])=[O:13])[CH:10]=2)[CH:7]=1. Given the reactants [Br:1][C:2]1[CH:3]=[N:4][C:5]2[N:6]([N:8]=[C:9]([C:11]([OH:13])=O)[CH:10]=2)[CH:7]=1.[F:14][C:15]1[C:20]([C:21]2[CH:30]=[CH:29][CH:28]=[C:27]3[C:22]=2[CH2:23][CH2:24][NH:25][CH:26]3[CH3:31])=[CH:19][CH:18]=[CH:17][N:16]=1, predict the reaction product. (2) Given the reactants [Cl:1][C:2]1[C:10]([C:11]([F:14])([F:13])[F:12])=[C:9]([F:15])[CH:8]=[CH:7][C:3]=1[C:4]([NH2:6])=O.B.O1CCCC1.Cl.C(OCC)C, predict the reaction product. The product is: [ClH:1].[Cl:1][C:2]1[C:10]([C:11]([F:13])([F:14])[F:12])=[C:9]([F:15])[CH:8]=[CH:7][C:3]=1[CH2:4][NH2:6]. (3) Given the reactants [CH2:1]([N:4]1[C:9](=[CH:10][NH2:11])[C:8]2[CH:12]=[CH:13][S:14][C:7]=2[N:6]=[C:5]1[O:15][CH2:16][CH2:17][CH3:18])[CH2:2][CH3:3].[Br:19]N1C(=O)CCC1=O, predict the reaction product. The product is: [Br:19][C:13]1[S:14][C:7]2[N:6]=[C:5]([O:15][CH2:16][CH2:17][CH3:18])[N:4]([CH2:1][CH2:2][CH3:3])[C:9](=[CH:10][NH2:11])[C:8]=2[CH:12]=1. (4) Given the reactants [CH3:1][C:2]1[S:6][C:5]([CH:7]2[CH2:12][CH2:11][O:10][CH2:9][CH2:8]2)=[N:4][C:3]=1[CH2:13]O.[Br:15]P(Br)Br, predict the reaction product. The product is: [Br:15][CH2:13][C:3]1[N:4]=[C:5]([CH:7]2[CH2:12][CH2:11][O:10][CH2:9][CH2:8]2)[S:6][C:2]=1[CH3:1]. (5) Given the reactants C(OC([N:8](C(OC(C)(C)C)=O)[C:9]1[C:10]([C:28]([O:30][CH3:31])=[O:29])=[N:11][C:12]([CH:15]2[CH2:20][CH2:19][N:18](C(OC(C)(C)C)=O)[CH2:17][CH2:16]2)=[CH:13][N:14]=1)=O)(C)(C)C.C(O)(C(F)(F)F)=O, predict the reaction product. The product is: [NH2:8][C:9]1[C:10]([C:28]([O:30][CH3:31])=[O:29])=[N:11][C:12]([CH:15]2[CH2:16][CH2:17][NH:18][CH2:19][CH2:20]2)=[CH:13][N:14]=1.